The task is: Predict which catalyst facilitates the given reaction.. This data is from Catalyst prediction with 721,799 reactions and 888 catalyst types from USPTO. Reactant: [NH2:1][C:2]1[N:7]([C:8]2[C:41]([F:42])=[CH:40][C:11]([O:12][CH2:13][CH2:14][CH2:15][C@@:16]([CH3:39])([C:32]([O:34]C(C)(C)C)=[O:33])[N:17](C(OC(C)(C)C)=O)C(OC(C)(C)C)=O)=[CH:10][C:9]=2[F:43])[C:6](=[O:44])[CH:5]=[CH:4][C:3]=1[C:45](=[O:54])[C:46]1[CH:51]=[CH:50][C:49]([F:52])=[CH:48][C:47]=1[F:53]. Product: [NH2:1][C:2]1[N:7]([C:8]2[C:9]([F:43])=[CH:10][C:11]([O:12][CH2:13][CH2:14][CH2:15][C@@:16]([CH3:39])([C:32]([OH:34])=[O:33])[NH2:17])=[CH:40][C:41]=2[F:42])[C:6](=[O:44])[CH:5]=[CH:4][C:3]=1[C:45](=[O:54])[C:46]1[CH:51]=[CH:50][C:49]([F:52])=[CH:48][C:47]=1[F:53]. The catalyst class is: 137.